Dataset: Full USPTO retrosynthesis dataset with 1.9M reactions from patents (1976-2016). Task: Predict the reactants needed to synthesize the given product. (1) The reactants are: Cl[C:2]1[N:7]=[C:6]([C:8]2[CH:13]=[CH:12][C:11]([F:14])=[C:10]([Cl:15])[CH:9]=2)[CH:5]=[C:4]([N:16]2[CH2:21][CH2:20][N:19]([C:22]3[C:27]([C:28]([F:31])([F:30])[F:29])=[CH:26][CH:25]=[CH:24][N:23]=3)[CH2:18][CH2:17]2)[N:3]=1.[O:32]1CCC[CH2:33]1.C[O-].[Na+]. Given the product [Cl:15][C:10]1[CH:9]=[C:8]([C:6]2[CH:5]=[C:4]([N:16]3[CH2:21][CH2:20][N:19]([C:22]4[C:27]([C:28]([F:31])([F:30])[F:29])=[CH:26][CH:25]=[CH:24][N:23]=4)[CH2:18][CH2:17]3)[N:3]=[C:2]([O:32][CH3:33])[N:7]=2)[CH:13]=[CH:12][C:11]=1[F:14], predict the reactants needed to synthesize it. (2) Given the product [C:16]([O:19][C:20](=[O:23])[CH2:21][N:12]1[CH:13]=[C:9]([B:4]2[O:5][C:6]([CH3:7])([CH3:8])[C:2]([CH3:14])([CH3:1])[O:3]2)[CH:10]=[N:11]1)([CH3:18])([CH3:17])[CH3:15], predict the reactants needed to synthesize it. The reactants are: [CH3:1][C:2]1([CH3:14])[C:6]([CH3:8])([CH3:7])[O:5][B:4]([C:9]2[CH:10]=[N:11][NH:12][CH:13]=2)[O:3]1.[CH3:15][C:16]([O:19][C:20](=[O:23])[CH2:21]Br)([CH3:18])[CH3:17].C(=O)([O-])[O-].[Cs+].[Cs+]. (3) Given the product [Cl:1][C:2]1[CH:11]=[C:10]2[C:5]([C:6]([OH:18])=[CH:7][C:8](=[O:12])[NH:9]2)=[CH:4][C:3]=1[I:19], predict the reactants needed to synthesize it. The reactants are: [Cl:1][C:2]1[CH:11]=[C:10]2[C:5]([C:6]([OH:18])=[C:7](C(OCC)=O)[C:8](=[O:12])[NH:9]2)=[CH:4][C:3]=1[I:19].Cl. (4) Given the product [CH:18]1([N:14]2[CH2:15][CH2:16][CH2:17][N:11]([C:9]([C@H:7]3[CH2:8][C@H:5]([OH:4])[CH2:6]3)=[O:10])[CH2:12][CH2:13]2)[CH2:21][CH2:20][CH2:19]1, predict the reactants needed to synthesize it. The reactants are: C([O:4][C@H:5]1[CH2:8][C@H:7]([C:9]([N:11]2[CH2:17][CH2:16][CH2:15][N:14]([CH:18]3[CH2:21][CH2:20][CH2:19]3)[CH2:13][CH2:12]2)=[O:10])[CH2:6]1)(=O)C.C1COCC1.O.O[Li].O. (5) Given the product [CH2:14]([O:15][C:16](=[O:17])[CH2:18][CH:33]([C:29]1[CH:30]=[CH:31][CH:32]=[C:27]([O:26][CH2:19][C:20]2[CH:25]=[CH:24][CH:23]=[CH:22][CH:21]=2)[CH:28]=1)[CH2:34][N+:35]([O-:37])=[O:36])[CH3:13], predict the reactants needed to synthesize it. The reactants are: C(NC(C)C)(C)C.[Li]CCCC.[CH3:13][CH2:14][O:15][C:16]([CH3:18])=[O:17].[CH2:19]([O:26][C:27]1[CH:32]=[CH:31][CH:30]=[C:29]([CH:33]=[CH:34][N+:35]([O-:37])=[O:36])[CH:28]=1)[C:20]1[CH:25]=[CH:24][CH:23]=[CH:22][CH:21]=1. (6) Given the product [ClH:23].[ClH:23].[C:1]1([C@H:7]2[C@H:16]3[CH2:17][CH2:18][NH:19][C@H:15]3[C:14]3[CH:13]=[CH:12][CH:11]=[CH:10][C:9]=3[NH:8]2)[CH:2]=[CH:3][CH:4]=[CH:5][CH:6]=1, predict the reactants needed to synthesize it. The reactants are: [C:1]1([CH:7]2[CH:16]3[CH2:17][CH2:18][N:19](C([O-])=O)[CH:15]3[C:14]3[CH:13]=[CH:12][CH:11]=[CH:10][C:9]=3[NH:8]2)[CH:6]=[CH:5][CH:4]=[CH:3][CH:2]=1.[ClH:23].